Dataset: Full USPTO retrosynthesis dataset with 1.9M reactions from patents (1976-2016). Task: Predict the reactants needed to synthesize the given product. (1) Given the product [F:1][C:2]1[CH:3]=[CH:4][C:5]([CH2:6][N:7]2[C:8](=[O:42])[C:9]3[N:10]=[C:11]([C:16]4[C:17]([N:36]([CH3:41])[S:37]([CH3:40])(=[O:38])=[O:39])=[CH:18][C:19]5[O:23][C:22]([C:24]6[CH:25]=[CH:26][C:27]([F:30])=[CH:28][CH:29]=6)=[C:21]([C:31]([NH:32][CH3:33])=[O:34])[C:20]=5[CH:35]=4)[CH:12]=[CH:13][C:14]=3[O:15][C:53]2=[O:55])=[CH:43][CH:44]=1, predict the reactants needed to synthesize it. The reactants are: [F:1][C:2]1[CH:44]=[CH:43][C:5]([CH2:6][NH:7][C:8](=[O:42])[C:9]2[C:14]([OH:15])=[CH:13][CH:12]=[C:11]([C:16]3[C:17]([N:36]([CH3:41])[S:37]([CH3:40])(=[O:39])=[O:38])=[CH:18][C:19]4[O:23][C:22]([C:24]5[CH:29]=[CH:28][C:27]([F:30])=[CH:26][CH:25]=5)=[C:21]([C:31](=[O:34])[NH:32][CH3:33])[C:20]=4[CH:35]=3)[N:10]=2)=[CH:4][CH:3]=1.CCN(CC)CC.Cl[C:53](Cl)([O:55]C(=O)OC(Cl)(Cl)Cl)Cl. (2) Given the product [OH:9][C:10]1[CH:20]=[CH:19][C:18]([C:21]2[CH:30]=[CH:29][C:28]3[C:23](=[CH:24][CH:25]=[C:26]([OH:31])[CH:27]=3)[C:22]=2[O:33][C:34]2[CH:39]=[CH:38][C:37]([O:40][CH2:41][CH2:42][N:43]3[CH2:48][CH2:47][CH2:46][CH2:45][CH2:44]3)=[CH:36][CH:35]=2)=[CH:17][C:11]=1[C:12]([N:14]([CH3:15])[CH3:16])=[O:13], predict the reactants needed to synthesize it. The reactants are: Cl.C([O:9][C:10]1[CH:20]=[CH:19][C:18]([C:21]2[CH:30]=[CH:29][C:28]3[C:23](=[CH:24][CH:25]=[C:26]([O:31]C)[CH:27]=3)[C:22]=2[O:33][C:34]2[CH:39]=[CH:38][C:37]([O:40][CH2:41][CH2:42][N:43]3[CH2:48][CH2:47][CH2:46][CH2:45][CH2:44]3)=[CH:36][CH:35]=2)=[CH:17][C:11]=1[C:12]([N:14]([CH3:16])[CH3:15])=[O:13])C1C=CC=CC=1.B(Br)(Br)Br. (3) Given the product [NH:8]1[C:5]2=[N:6][CH:7]=[C:2]([CH:18]=[O:19])[CH:3]=[C:4]2[CH:10]=[CH:9]1, predict the reactants needed to synthesize it. The reactants are: Br[C:2]1[CH:3]=[C:4]2[CH:10]=[CH:9][NH:8][C:5]2=[N:6][CH:7]=1.C([Li])CCC.C1C[O:19][CH2:18]C1. (4) Given the product [CH3:1][O:2][C:3]1[CH:4]=[C:5]([CH2:11][CH2:12][CH2:13][N:29]2[CH2:30][CH2:31][CH:26]([C:22]3[CH:21]=[C:20]([NH:19][C:17](=[O:18])[CH:16]([CH3:15])[CH3:32])[CH:25]=[CH:24][CH:23]=3)[CH2:27][CH2:28]2)[CH:6]=[CH:7][C:8]=1[O:9][CH3:10], predict the reactants needed to synthesize it. The reactants are: [CH3:1][O:2][C:3]1[CH:4]=[C:5]([CH2:11][CH2:12][CH2:13]O)[CH:6]=[CH:7][C:8]=1[O:9][CH3:10].[CH3:15][CH:16]([CH3:32])[C:17]([NH:19][C:20]1[CH:25]=[CH:24][CH:23]=[C:22]([CH:26]2[CH2:31][CH2:30][NH:29][CH2:28][CH2:27]2)[CH:21]=1)=[O:18].